From a dataset of Forward reaction prediction with 1.9M reactions from USPTO patents (1976-2016). Predict the product of the given reaction. Given the reactants Br[CH:2]1[C:6]2[C:7]3[N:8]([CH3:28])[C:9](=[O:27])[N:10]([C:15]4[C:20]([F:21])=[C:19]([O:22][CH3:23])[CH:18]=[C:17]([O:24][CH3:25])[C:16]=4[F:26])[CH2:11][C:12]=3[CH:13]=[N:14][C:5]=2[NH:4][C:3]1=[O:29].BrC1(Br)C2C3N(C)C(=O)N(C4C(F)=C(OC)C=C(OC)C=4F)CC=3C=NC=2NC1=O.C(O)(=O)C, predict the reaction product. The product is: [F:26][C:16]1[C:17]([O:24][CH3:25])=[CH:18][C:19]([O:22][CH3:23])=[C:20]([F:21])[C:15]=1[N:10]1[CH2:11][C:12]2[CH:13]=[N:14][C:5]3[NH:4][C:3](=[O:29])[CH2:2][C:6]=3[C:7]=2[N:8]([CH3:28])[C:9]1=[O:27].